This data is from Forward reaction prediction with 1.9M reactions from USPTO patents (1976-2016). The task is: Predict the product of the given reaction. Given the reactants [Cl:1][C:2]1[CH:31]=[CH:30][C:5]([CH2:6][N:7]2[C:15]3[C:10](=[CH:11][C:12](/[CH:16]=[C:17]4/[C:18](=[O:29])[N:19]([CH:23]5[CH2:28][CH2:27][NH:26][CH2:25][CH2:24]5)[C:20](=[O:22])[S:21]/4)=[CH:13][CH:14]=3)[CH:9]=[N:8]2)=[C:4]([C:32]([F:35])([F:34])[F:33])[CH:3]=1.Br[CH2:37][C:38]([O:40][C:41]([CH3:44])([CH3:43])[CH3:42])=[O:39], predict the reaction product. The product is: [Cl:1][C:2]1[CH:31]=[CH:30][C:5]([CH2:6][N:7]2[C:15]3[C:10](=[CH:11][C:12](/[CH:16]=[C:17]4/[C:18](=[O:29])[N:19]([CH:23]5[CH2:28][CH2:27][N:26]([CH2:37][C:38]([O:40][C:41]([CH3:44])([CH3:43])[CH3:42])=[O:39])[CH2:25][CH2:24]5)[C:20](=[O:22])[S:21]/4)=[CH:13][CH:14]=3)[CH:9]=[N:8]2)=[C:4]([C:32]([F:35])([F:34])[F:33])[CH:3]=1.